Predict the reactants needed to synthesize the given product. From a dataset of Full USPTO retrosynthesis dataset with 1.9M reactions from patents (1976-2016). (1) The reactants are: FC1C=C(C(N)=O)C2O[C:8]([C:10]3[CH:15]=[CH:14][C:13]([CH2:16][N:17]4[CH2:21][CH2:20][CH2:19]C4)=[CH:12][CH:11]=3)=[CH:7]C=2C=1.NC1CC[N:30]([C:33]([O:35][C:36]([CH3:39])([CH3:38])[CH3:37])=[O:34])[CH2:29][CH2:28]1. Given the product [C:8]([C:10]1[CH:11]=[CH:12][C:13]([CH2:16][NH:17][CH:21]2[CH2:20][CH2:19][N:30]([C:33]([O:35][C:36]([CH3:39])([CH3:38])[CH3:37])=[O:34])[CH2:29][CH2:28]2)=[CH:14][CH:15]=1)#[CH:7], predict the reactants needed to synthesize it. (2) Given the product [C:24]1([C:23]2[N:14]=[C:13]([N:10]3[CH2:9][CH2:8][N:7]([C:1]4[CH:6]=[CH:5][CH:4]=[CH:3][CH:2]=4)[CH2:12][CH2:11]3)[S:15][C:17]=2[CH2:18][C:19]([OH:21])=[O:20])[CH:29]=[CH:28][CH:27]=[CH:26][CH:25]=1, predict the reactants needed to synthesize it. The reactants are: [C:1]1([N:7]2[CH2:12][CH2:11][N:10]([C:13](=[S:15])[NH2:14])[CH2:9][CH2:8]2)[CH:6]=[CH:5][CH:4]=[CH:3][CH:2]=1.Br[CH:17]([C:23](=O)[C:24]1[CH:29]=[CH:28][CH:27]=[CH:26][CH:25]=1)[CH2:18][C:19]([O:21]C)=[O:20]. (3) Given the product [C:11]([O:15][C:16]([N:18]1[CH2:19][CH2:20][CH:21]([N:24]2[C:28]3=[N:29][CH:30]=[N:31][C:32]([O:10][C:7]4[CH:8]=[CH:9][C:4]([S:2]([CH3:1])=[O:3])=[CH:5][CH:6]=4)=[C:27]3[CH:26]=[N:25]2)[CH2:22][CH2:23]1)=[O:17])([CH3:14])([CH3:12])[CH3:13], predict the reactants needed to synthesize it. The reactants are: [CH3:1][S:2]([C:4]1[CH:9]=[CH:8][C:7]([OH:10])=[CH:6][CH:5]=1)=[O:3].[C:11]([O:15][C:16]([N:18]1[CH2:23][CH2:22][CH:21]([N:24]2[C:28]3=[N:29][CH:30]=[N:31][C:32](Cl)=[C:27]3[CH:26]=[N:25]2)[CH2:20][CH2:19]1)=[O:17])([CH3:14])([CH3:13])[CH3:12].C(=O)([O-])[O-].[K+].[K+].C(=O)([O-])[O-].[Na+].[Na+]. (4) Given the product [CH3:1][C:2](=[CH:4][CH2:5][CH2:6][C@H:7]([C@@H:9]1[C@:26]2([CH3:27])[C@H:12]([C@H:13]3[C@H:23]([CH2:24][CH2:25]2)[C@:21]2([CH3:22])[C:16](=[CH:17][C:18](=[N:30][OH:31])[CH2:19][CH2:20]2)[CH2:15][CH2:14]3)[CH2:11][CH2:10]1)[CH3:8])[CH3:3], predict the reactants needed to synthesize it. The reactants are: [CH3:1][C:2](=[CH:4][CH2:5][CH2:6][C@H:7]([C@@H:9]1[C@:26]2([CH3:27])[C@H:12]([C@H:13]3[C@H:23]([CH2:24][CH2:25]2)[C@:21]2([CH3:22])[C:16](=[CH:17][C:18](=O)[CH2:19][CH2:20]2)[CH2:15][CH2:14]3)[CH2:11][CH2:10]1)[CH3:8])[CH3:3].Cl.[NH2:30][OH:31].